From a dataset of Forward reaction prediction with 1.9M reactions from USPTO patents (1976-2016). Predict the product of the given reaction. (1) Given the reactants [C:1]([NH:8][S:9]([C:12]1([CH:15]=O)[CH2:14][CH2:13]1)(=[O:11])=[O:10])([O:3][C:4]([CH3:7])([CH3:6])[CH3:5])=[O:2].[C:17]([O-])([O-])=O.[K+].[K+].C/C(/[O-])=C(/P(OC)(OC)=O)\[N+]#N, predict the reaction product. The product is: [C:1]([NH:8][S:9]([C:12]1([C:15]#[CH:17])[CH2:14][CH2:13]1)(=[O:11])=[O:10])([O:3][C:4]([CH3:7])([CH3:6])[CH3:5])=[O:2]. (2) Given the reactants [CH2:1]([O:8][C:9]([NH:11][CH:12]([C:29]1[CH:34]=[CH:33][C:32]([C:35]#[N:36])=[CH:31][CH:30]=1)[P:13]([O:22][C:23]1[CH:28]=[CH:27][CH:26]=[CH:25][CH:24]=1)(=[O:21])[O:14][C:15]1[CH:20]=[CH:19][CH:18]=[CH:17][CH:16]=1)=[O:10])[C:2]1[CH:7]=[CH:6][CH:5]=[CH:4][CH:3]=1.[NH3:37], predict the reaction product. The product is: [CH2:1]([O:8][C:9]([NH:11][CH:12]([C:29]1[CH:30]=[CH:31][C:32]([C:35](=[NH:37])[NH2:36])=[CH:33][CH:34]=1)[P:13]([O:14][C:15]1[CH:20]=[CH:19][CH:18]=[CH:17][CH:16]=1)(=[O:21])[O:22][C:23]1[CH:24]=[CH:25][CH:26]=[CH:27][CH:28]=1)=[O:10])[C:2]1[CH:7]=[CH:6][CH:5]=[CH:4][CH:3]=1. (3) Given the reactants [NH2:1][C@:2]12[CH2:28][CH2:27][C@@H:26]([C:29]([CH3:31])=[CH2:30])[C@@H:3]1[C@@H:4]1[C@@:17]([CH3:20])([CH2:18][CH2:19]2)[C@@:16]2([CH3:21])[C@@H:7]([C@:8]3([CH3:25])[C@@H:13]([CH2:14][CH2:15]2)[C:12]([CH3:23])([CH3:22])[C:11](=[O:24])[CH2:10][CH2:9]3)[CH2:6][CH2:5]1.[C:32](O[C:32]([O:34][C:35]([CH3:38])([CH3:37])[CH3:36])=[O:33])([O:34][C:35]([CH3:38])([CH3:37])[CH3:36])=[O:33].Cl.[Cl-].[NH4+], predict the reaction product. The product is: [C:35]([O:34][C:32](=[O:33])[NH:1][C@:2]12[CH2:28][CH2:27][C@@H:26]([C:29]([CH3:31])=[CH2:30])[C@@H:3]1[C@@H:4]1[C@@:17]([CH3:20])([CH2:18][CH2:19]2)[C@@:16]2([CH3:21])[C@@H:7]([C@:8]3([CH3:25])[C@@H:13]([CH2:14][CH2:15]2)[C:12]([CH3:22])([CH3:23])[C:11](=[O:24])[CH2:10][CH2:9]3)[CH2:6][CH2:5]1)([CH3:38])([CH3:37])[CH3:36].